From a dataset of Reaction yield outcomes from USPTO patents with 853,638 reactions. Predict the reaction yield, written as a fraction of the theoretical maximum amount of product (1.0 means a 100% yield; for example, 0.34 means a 34% yield). The reactants are [CH2:1]([C:3]1[N:4]=[C:5]([CH:17]2[CH2:22][CH2:21][N:20](C(OC(C)(C)C)=O)[CH2:19][CH2:18]2)[N:6]([CH2:8][CH2:9][O:10]C2CCCCO2)[CH:7]=1)[CH3:2].[Cl:30]CCl.[ClH:33]. The catalyst is CO. The product is [ClH:30].[ClH:33].[CH2:1]([C:3]1[N:4]=[C:5]([CH:17]2[CH2:18][CH2:19][NH:20][CH2:21][CH2:22]2)[N:6]([CH2:8][CH2:9][OH:10])[CH:7]=1)[CH3:2]. The yield is 1.00.